This data is from Forward reaction prediction with 1.9M reactions from USPTO patents (1976-2016). The task is: Predict the product of the given reaction. (1) Given the reactants [Li]CCCC.CCCCCC.Br[C:13]1[CH:14]=[C:15]([CH:19]2[O:23][CH2:22][CH2:21][O:20]2)[S:16][C:17]=1[CH3:18].[Si:24]([O:31][CH2:32][CH2:33][CH2:34][C:35]([C:37]1[CH:42]=[CH:41][CH:40]=[CH:39][CH:38]=1)=[O:36])([C:27]([CH3:30])([CH3:29])[CH3:28])([CH3:26])[CH3:25], predict the reaction product. The product is: [Si:24]([O:31][CH2:32][CH2:33][CH2:34][C:35]([C:13]1[CH:14]=[C:15]([CH:19]2[O:23][CH2:22][CH2:21][O:20]2)[S:16][C:17]=1[CH3:18])([C:37]1[CH:38]=[CH:39][CH:40]=[CH:41][CH:42]=1)[OH:36])([C:27]([CH3:30])([CH3:29])[CH3:28])([CH3:26])[CH3:25]. (2) Given the reactants [C:1](/[N:3]=[C:4](\SC)/[NH:5][C:6]1[CH:11]=[C:10]([Cl:12])[C:9]([Cl:13])=[C:8]([Cl:14])[CH:7]=1)#[N:2].[NH2:17][NH2:18], predict the reaction product. The product is: [Cl:12][C:10]1[CH:11]=[C:6]([NH:5][C:4]2[N:3]=[C:1]([NH2:2])[NH:18][N:17]=2)[CH:7]=[C:8]([Cl:14])[C:9]=1[Cl:13].